From a dataset of Reaction yield outcomes from USPTO patents with 853,638 reactions. Predict the reaction yield, written as a fraction of the theoretical maximum amount of product (1.0 means a 100% yield; for example, 0.34 means a 34% yield). (1) The reactants are [Br:1][C:2]1[C:11]([NH:12][CH:13]2[CH2:17][CH2:16][CH2:15][CH2:14]2)=[CH:10][CH:9]=[CH:8][C:3]=1[C:4]([O:6][CH3:7])=[O:5].[C:18](=O)([O-])[O-].[Cs+].[Cs+].CI. The catalyst is C(#N)C. The product is [Br:1][C:2]1[C:11]([N:12]([CH:13]2[CH2:17][CH2:16][CH2:15][CH2:14]2)[CH3:18])=[CH:10][CH:9]=[CH:8][C:3]=1[C:4]([O:6][CH3:7])=[O:5]. The yield is 0.750. (2) The reactants are [Br:1][C:2]1[S:3][C:4]([C:7]([OH:9])=O)=[CH:5][N:6]=1.[NH:10]1[C:14]2=[N:15][CH:16]=[CH:17][CH:18]=[C:13]2[CH:12]=[CH:11]1.[Cl-].[Cl-].[Cl-].[Al+3]. The catalyst is C(Cl)(=O)C(Cl)=O.ClCCl. The product is [Br:1][C:2]1[S:3][C:4]([C:7]([C:12]2[C:13]3[C:14](=[N:15][CH:16]=[CH:17][CH:18]=3)[NH:10][CH:11]=2)=[O:9])=[CH:5][N:6]=1. The yield is 0.0200. (3) The product is [Cl:8][C:5]1[N:4]=[CH:3][C:2]([C:17]2[C:16]([CH3:28])=[CH:15][C:13]3[O:14][C:10]([F:9])([F:29])[O:11][C:12]=3[CH:18]=2)=[CH:7][N:6]=1. The reactants are Br[C:2]1[CH:3]=[N:4][C:5]([Cl:8])=[N:6][CH:7]=1.[F:9][C:10]1([F:29])[O:14][C:13]2[CH:15]=[C:16]([CH3:28])[C:17](B3OC(C)(C)C(C)(C)O3)=[CH:18][C:12]=2[O:11]1.[F-].[K+]. The yield is 0.420. The catalyst is C([O-])(=O)C.[Pd+2].C([O-])(=O)C.CO. (4) The reactants are Cl.[CH3:2][O:3][C:4]([C@H:6]1[CH2:10][C@H:9]([OH:11])[CH2:8][NH:7]1)=[O:5].C([O-])([O-])=O.[Na+].[Na+].[N:18]([C:21]1[CH:26]=[CH:25][C:24]([O:27][CH2:28][C:29]([F:32])([F:31])[F:30])=[CH:23][CH:22]=1)=[C:19]=[O:20]. The catalyst is C1COCC1. The product is [CH3:2][O:3][C:4]([C@H:6]1[CH2:10][C@H:9]([OH:11])[CH2:8][N:7]1[C:19](=[O:20])[NH:18][C:21]1[CH:26]=[CH:25][C:24]([O:27][CH2:28][C:29]([F:31])([F:30])[F:32])=[CH:23][CH:22]=1)=[O:5]. The yield is 0.500. (5) The reactants are O[CH:2]1[O:6][C:5](=O)[CH:4]=[C:3]1[C:8]1[CH:13]=[CH:12][C:11]([O:14][CH3:15])=[CH:10][CH:9]=1.O.[NH2:17][NH2:18]. The catalyst is C(O)C. The product is [CH3:15][O:14][C:11]1[CH:12]=[CH:13][C:8]([C:3]2[CH:2]=[N:18][NH:17][C:5](=[O:6])[CH:4]=2)=[CH:9][CH:10]=1. The yield is 0.870. (6) The product is [Cl:22][C:23]1[N:24]=[C:25]([C:30]([N:18]([CH2:19][CH2:20][CH3:21])[CH:15]2[CH2:14][CH2:13][N:12]([C:4]3[S:5][C:6]([C:7]([O:9][CH2:10][CH3:11])=[O:8])=[C:2]([CH3:1])[N:3]=3)[CH2:17][CH2:16]2)=[O:31])[NH:26][C:27]=1[CH2:28][CH3:29]. The reactants are [CH3:1][C:2]1[N:3]=[C:4]([N:12]2[CH2:17][CH2:16][CH:15]([NH:18][CH2:19][CH2:20][CH3:21])[CH2:14][CH2:13]2)[S:5][C:6]=1[C:7]([O:9][CH2:10][CH3:11])=[O:8].[Cl:22][C:23]1[N:24]=[C:25]([C:30](O)=[O:31])[NH:26][C:27]=1[CH2:28][CH3:29].CCN=C=NCCCN(C)C.Cl.ON1C2C=CC=CC=2N=N1.CN1CCOCC1. The yield is 0.220. No catalyst specified. (7) The reactants are [CH3:1][O:2][C:3]1[C:4]2[CH2:5][C:6]3[CH2:10][N:9]([C@@H:11]([CH2:15][CH:16]4[CH2:21][CH2:20][CH2:19][CH2:18][CH2:17]4)[C:12](O)=[O:13])[C:8](=[O:22])[C:7]=3[O:23][C:24]=2[CH:25]=[CH:26][CH:27]=1.C(Cl)(=O)C(Cl)=O.[Cl:34][C:35]1[CH:36]=[CH:37][C:38]([NH2:41])=[N:39][CH:40]=1. The catalyst is C(Cl)Cl.O. The product is [Cl:34][C:35]1[CH:36]=[CH:37][C:38]([NH:41][C:12](=[O:13])[C@@H:11]([N:9]2[CH2:10][C:6]3[CH2:5][C:4]4[C:3]([O:2][CH3:1])=[CH:27][CH:26]=[CH:25][C:24]=4[O:23][C:7]=3[C:8]2=[O:22])[CH2:15][CH:16]2[CH2:17][CH2:18][CH2:19][CH2:20][CH2:21]2)=[N:39][CH:40]=1. The yield is 0.263.